This data is from NCI-60 drug combinations with 297,098 pairs across 59 cell lines. The task is: Regression. Given two drug SMILES strings and cell line genomic features, predict the synergy score measuring deviation from expected non-interaction effect. Synergy scores: CSS=22.9, Synergy_ZIP=-2.50, Synergy_Bliss=-8.37, Synergy_Loewe=-26.3, Synergy_HSA=-9.06. Drug 2: CC(C)CN1C=NC2=C1C3=CC=CC=C3N=C2N. Cell line: TK-10. Drug 1: CC1=C2C(C(=O)C3(C(CC4C(C3C(C(C2(C)C)(CC1OC(=O)C(C(C5=CC=CC=C5)NC(=O)OC(C)(C)C)O)O)OC(=O)C6=CC=CC=C6)(CO4)OC(=O)C)OC)C)OC.